From a dataset of Full USPTO retrosynthesis dataset with 1.9M reactions from patents (1976-2016). Predict the reactants needed to synthesize the given product. (1) Given the product [NH2:17][C:16]1[C:11]2[C:10]([C:18]3[CH:23]=[CH:22][CH:21]=[C:20]([O:24][CH2:25][C:26]4[CH:27]=[CH:28][CH:29]=[CH:30][CH:31]=4)[CH:19]=3)=[CH:9][N:8]([C@@H:5]3[CH2:4][CH2:3][C@H:2]([NH:1][S:33]([CH3:32])(=[O:35])=[O:34])[CH2:7][CH2:6]3)[C:12]=2[N:13]=[CH:14][N:15]=1, predict the reactants needed to synthesize it. The reactants are: [NH2:1][C@@H:2]1[CH2:7][CH2:6][C@H:5]([N:8]2[C:12]3[N:13]=[CH:14][N:15]=[C:16]([NH2:17])[C:11]=3[C:10]([C:18]3[CH:23]=[CH:22][CH:21]=[C:20]([O:24][CH2:25][C:26]4[CH:31]=[CH:30][CH:29]=[CH:28][CH:27]=4)[CH:19]=3)=[CH:9]2)[CH2:4][CH2:3]1.[CH3:32][S:33](Cl)(=[O:35])=[O:34].C(N(CC)CC)C. (2) Given the product [CH:1]([NH:4][C:5]([N:7]1[CH2:12][CH2:11][CH:10]([CH2:13][CH2:14][O:15][C:16]2[CH:17]=[C:18]([CH:24]=[CH:25][CH:26]=2)[C:19]([OH:21])=[O:20])[CH2:9][CH2:8]1)=[O:6])([CH3:3])[CH3:2], predict the reactants needed to synthesize it. The reactants are: [CH:1]([NH:4][C:5]([N:7]1[CH2:12][CH2:11][CH:10]([CH2:13][CH2:14][O:15][C:16]2[CH:17]=[C:18]([CH:24]=[CH:25][CH:26]=2)[C:19]([O:21]CC)=[O:20])[CH2:9][CH2:8]1)=[O:6])([CH3:3])[CH3:2].[OH-].[Na+]. (3) The reactants are: [F:1][C:2]1[CH:10]=[C:9]2[C:5]([C:6]([C:11]3[CH:12]=[C:13]4[C:17](=[CH:18][CH:19]=3)[N:16]([CH2:20][CH2:21][C:22]([OH:24])=O)[N:15]=[CH:14]4)=[CH:7][NH:8]2)=[CH:4][CH:3]=1.Cl.[CH3:26][S:27]([CH2:30][CH2:31][NH2:32])(=[O:29])=[O:28].CN(C(ON1N=NC2C=CC=NC1=2)=[N+](C)C)C.F[P-](F)(F)(F)(F)F.CCN(C(C)C)C(C)C. Given the product [F:1][C:2]1[CH:10]=[C:9]2[C:5]([C:6]([C:11]3[CH:12]=[C:13]4[C:17](=[CH:18][CH:19]=3)[N:16]([CH2:20][CH2:21][C:22]([NH:32][CH2:31][CH2:30][S:27]([CH3:26])(=[O:29])=[O:28])=[O:24])[N:15]=[CH:14]4)=[CH:7][NH:8]2)=[CH:4][CH:3]=1, predict the reactants needed to synthesize it. (4) Given the product [F:18][C:15]1[CH:14]=[CH:13][C:12]([C:10]2[N:29]([C:28]3[CH:30]=[CH:31][C:25]([S:22]([NH:21][CH3:20])(=[O:24])=[O:23])=[CH:26][CH:27]=3)[CH:5]=[CH:8][CH:9]=2)=[CH:17][CH:16]=1, predict the reactants needed to synthesize it. The reactants are: CC1(C)CO[CH:5]([CH2:8][CH2:9][C:10]([C:12]2[CH:17]=[CH:16][C:15]([F:18])=[CH:14][CH:13]=2)=O)OC1.[CH3:20][NH:21][S:22]([C:25]1[CH:31]=[CH:30][C:28]([NH2:29])=[CH:27][CH:26]=1)(=[O:24])=[O:23].C1(C)C=CC(S(O)(=O)=O)=CC=1. (5) The reactants are: [OH:1]/[N:2]=[CH:3]/[C:4]1[CH:5]=[C:6]2[C:11](=[CH:12][CH:13]=1)[C:10](=[O:14])[CH2:9][CH2:8][CH2:7]2.ClN1C(=O)CCC1=O.[Cl:23][C:24]1[CH:29]=[C:28]([C:30]([C:32]([F:35])([F:34])[F:33])=[CH2:31])[CH:27]=[C:26]([Cl:36])[CH:25]=1.[K]. Given the product [Cl:23][C:24]1[CH:29]=[C:28]([C:30]2([C:32]([F:35])([F:33])[F:34])[O:1][N:2]=[C:3]([C:4]3[CH:5]=[C:6]4[C:11](=[CH:12][CH:13]=3)[C:10](=[O:14])[CH2:9][CH2:8][CH2:7]4)[CH2:31]2)[CH:27]=[C:26]([Cl:36])[CH:25]=1, predict the reactants needed to synthesize it. (6) The reactants are: CC[N:3](C(C)C)C(C)C.C1C=CC2N(O)N=NC=2C=1.[Cl:20][C:21]1[S:47][C:24]2[NH:25][C:26]([C:28]([NH:30][CH:31]3[CH2:40][C:39]4[C:34](=[CH:35]C=[CH:37][CH:38]=4)[N:33](CC(O)CO)[C:32]3=[O:46])=[O:29])=[CH:27][C:23]=2[CH:22]=1.NC1CC2C(=CN=CC=2)NC1=O.CCN=C=NCCCN(C)C. Given the product [Cl:20][C:21]1[S:47][C:24]2[NH:25][C:26]([C:28]([NH:30][CH:31]3[CH2:40][C:39]4[C:34](=[CH:35][N:3]=[CH:37][CH:38]=4)[NH:33][C:32]3=[O:46])=[O:29])=[CH:27][C:23]=2[CH:22]=1, predict the reactants needed to synthesize it.